From a dataset of Catalyst prediction with 721,799 reactions and 888 catalyst types from USPTO. Predict which catalyst facilitates the given reaction. Reactant: [C:1]([O:5][C:6]([NH:8][C:9]1[O:17][C:16]2[C:11](=[N:12][CH:13]=[C:14]([CH:18]([CH3:20])[CH3:19])[CH:15]=2)[C:10]=1[C:21]([OH:23])=O)=[O:7])([CH3:4])([CH3:3])[CH3:2].[NH2:24][C:25]1[CH:26]=[N:27][CH:28]=[CH:29][C:30]=1[C@@H:31]1[CH2:36][C@H:35]([CH3:37])[CH2:34][C@H:33]([NH:38][C:39](=[O:45])[O:40][C:41]([CH3:44])([CH3:43])[CH3:42])[CH2:32]1.CN(C(ON1N=NC2C=CC=NC1=2)=[N+](C)C)C.F[P-](F)(F)(F)(F)F.CCN(C(C)C)C(C)C. Product: [C:1]([O:5][C:6]([NH:8][C:9]1[O:17][C:16]2[C:11](=[N:12][CH:13]=[C:14]([CH:18]([CH3:19])[CH3:20])[CH:15]=2)[C:10]=1[C:21]([NH:24][C:25]1[CH:26]=[N:27][CH:28]=[CH:29][C:30]=1[C@@H:31]1[CH2:36][C@H:35]([CH3:37])[CH2:34][C@H:33]([NH:38][C:39](=[O:45])[O:40][C:41]([CH3:44])([CH3:43])[CH3:42])[CH2:32]1)=[O:23])=[O:7])([CH3:2])([CH3:4])[CH3:3]. The catalyst class is: 325.